This data is from Reaction yield outcomes from USPTO patents with 853,638 reactions. The task is: Predict the reaction yield, written as a fraction of the theoretical maximum amount of product (1.0 means a 100% yield; for example, 0.34 means a 34% yield). (1) The yield is 0.290. The reactants are [C:1]([O:11][C:12]([CH3:15])([CH3:14])[CH3:13])(=[O:10])[CH2:2][C:3]([O:5][C:6]([CH3:9])([CH3:8])[CH3:7])=[O:4].[H-].[Na+].F[C:19]1[CH:24]=[CH:23][C:22]([CH3:25])=[CH:21][C:20]=1[N+:26]([O-:28])=[O:27]. The catalyst is CN(C)C=O.O. The product is [CH3:25][C:22]1[CH:23]=[CH:24][C:19]([CH:2]([C:3]([O:5][C:6]([CH3:7])([CH3:8])[CH3:9])=[O:4])[C:1]([O:11][C:12]([CH3:15])([CH3:14])[CH3:13])=[O:10])=[C:20]([N+:26]([O-:28])=[O:27])[CH:21]=1. (2) The reactants are [CH:1]1[C:12]2=[C:13]3[CH:8]([CH2:9][CH2:10][CH2:11]2)[CH2:7][CH2:6][CH2:5][C:4]3=[CH:3][C:2]=1[NH:14][C:15]1[N:20]=[CH:19][C:18]([C:21]([O:23]CC)=[O:22])=[CH:17][N:16]=1.[OH-].[Na+].Cl. The catalyst is C(O)C. The product is [CH:1]1[C:12]2=[C:13]3[CH:8]([CH2:9][CH2:10][CH2:11]2)[CH2:7][CH2:6][CH2:5][C:4]3=[CH:3][C:2]=1[NH:14][C:15]1[N:16]=[CH:17][C:18]([C:21]([OH:23])=[O:22])=[CH:19][N:20]=1. The yield is 0.900. (3) The reactants are [F:1][C:2]1[CH:7]=[CH:6][C:5]([C:8]2[O:9][C:10]3[CH:20]=[CH:19][C:18]([C:21]4[CH:26]=[C:25]([C:27](=[O:33])[NH:28][CH2:29][CH:30]([CH3:32])[CH3:31])[CH:24]=[CH:23][C:22]=4[OH:34])=[CH:17][C:11]=3[C:12]=2[C:13]([NH:15][CH3:16])=[O:14])=[CH:4][CH:3]=1.Br[CH2:36][CH2:37][N:38]1[C:46](=[O:47])[C:45]2[C:40](=[CH:41][CH:42]=[CH:43][CH:44]=2)[C:39]1=[O:48].C1CCN2C(=NCCC2)CC1. The catalyst is CN(C=O)C. The product is [O:48]=[C:39]1[C:40]2[C:45](=[CH:44][CH:43]=[CH:42][CH:41]=2)[C:46](=[O:47])[N:38]1[CH2:37][CH2:36][O:34][C:22]1[CH:23]=[CH:24][C:25]([C:27](=[O:33])[NH:28][CH2:29][CH:30]([CH3:32])[CH3:31])=[CH:26][C:21]=1[C:18]1[CH:19]=[CH:20][C:10]2[O:9][C:8]([C:5]3[CH:4]=[CH:3][C:2]([F:1])=[CH:7][CH:6]=3)=[C:12]([C:13]([NH:15][CH3:16])=[O:14])[C:11]=2[CH:17]=1. The yield is 0.230. (4) The reactants are [N:1]1([CH2:7][CH2:8][O:9][C:10]2[CH:15]=[CH:14][C:13]([C:16]3[C:24]4[C:19](=[CH:20][CH:21]=[C:22]([C:25]#[N:26])[CH:23]=4)[NH:18][N:17]=3)=[CH:12][CH:11]=2)[CH2:6][CH2:5][O:4][CH2:3][CH2:2]1.[N:27]([Sn](CCCC)(CCCC)CCCC)=[N+:28]=[N-:29]. The catalyst is C1(C)C=CC=CC=1. The product is [NH:27]1[C:25]([C:22]2[CH:23]=[C:24]3[C:19](=[CH:20][CH:21]=2)[NH:18][N:17]=[C:16]3[C:13]2[CH:12]=[CH:11][C:10]([O:9][CH2:8][CH2:7][N:1]3[CH2:6][CH2:5][O:4][CH2:3][CH2:2]3)=[CH:15][CH:14]=2)=[N:26][N:29]=[N:28]1. The yield is 0.0890. (5) The reactants are [CH2:1]([C:5]1[N:6]=[C:7]([CH2:27][CH3:28])[NH:8][C:9](=[O:26])[C:10]=1[CH2:11][C:12]1[CH:17]=[CH:16][C:15]([C:18]2[C:19]([C:24]#[N:25])=[CH:20][CH:21]=[CH:22][CH:23]=2)=[CH:14][CH:13]=1)[CH2:2][CH2:3][CH3:4].Br[CH2:30][C:31](=[O:36])[C:32]([CH3:35])([CH3:34])[CH3:33].C(=O)([O-])[O-].[Cs+].[Cs+]. The catalyst is CN(C)C=O.C(OCC)(=O)C. The product is [CH2:1]([C:5]1[N:6]=[C:7]([CH2:27][CH3:28])[N:8]([CH2:30][C:31](=[O:36])[C:32]([CH3:35])([CH3:34])[CH3:33])[C:9](=[O:26])[C:10]=1[CH2:11][C:12]1[CH:17]=[CH:16][C:15]([C:18]2[C:19]([C:24]#[N:25])=[CH:20][CH:21]=[CH:22][CH:23]=2)=[CH:14][CH:13]=1)[CH2:2][CH2:3][CH3:4]. The yield is 0.150.